From a dataset of Full USPTO retrosynthesis dataset with 1.9M reactions from patents (1976-2016). Predict the reactants needed to synthesize the given product. (1) Given the product [CH2:1]([O:8][CH2:9][C@H:10]1[N:14]([S:15]([C:18]2[CH:27]=[CH:26][C:25]3[C:20](=[CH:21][CH:22]=[CH:23][CH:24]=3)[CH:19]=2)(=[O:16])=[O:17])[CH2:13][C@@H:12]([SH:28])[CH2:11]1)[C:2]1[CH:7]=[CH:6][CH:5]=[CH:4][CH:3]=1, predict the reactants needed to synthesize it. The reactants are: [CH2:1]([O:8][CH2:9][C@H:10]1[N:14]([S:15]([C:18]2[CH:27]=[CH:26][C:25]3[C:20](=[CH:21][CH:22]=[CH:23][CH:24]=3)[CH:19]=2)(=[O:17])=[O:16])[CH2:13][C@@H:12]([S:28]C(=O)C)[CH2:11]1)[C:2]1[CH:7]=[CH:6][CH:5]=[CH:4][CH:3]=1.C[O-].[Na+].C(O)(=O)C. (2) Given the product [N+:14]([C:11]1[CH:10]=[N:9][C:8]([N:4]2[CH2:5][CH2:6][C@@H:2]([OH:1])[CH2:3]2)=[N:13][CH:12]=1)([O-:16])=[O:15], predict the reactants needed to synthesize it. The reactants are: [OH:1][C@@H:2]1[CH2:6][CH2:5][NH:4][CH2:3]1.Cl[C:8]1[N:13]=[CH:12][C:11]([N+:14]([O-:16])=[O:15])=[CH:10][N:9]=1. (3) Given the product [C:1]([O:5][C:6]([N:8]1[CH2:12][C@@H:11]([CH2:13][N:14]([CH:32]([CH3:34])[CH3:33])[C:15]([C:17]2[CH:25]=[C:24]3[C:20]([C:21]([CH3:31])=[CH:22][N:23]3[CH2:26][CH2:27][CH2:28][O:29][CH3:30])=[CH:19][CH:18]=2)=[O:16])[C@H:10]([CH2:35][NH:40][CH:37]2[CH2:39][CH2:38]2)[CH2:9]1)=[O:7])([CH3:2])([CH3:3])[CH3:4], predict the reactants needed to synthesize it. The reactants are: [C:1]([O:5][C:6]([N:8]1[CH2:12][C@@H:11]([CH2:13][N:14]([CH:32]([CH3:34])[CH3:33])[C:15]([C:17]2[CH:25]=[C:24]3[C:20]([C:21]([CH3:31])=[CH:22][N:23]3[CH2:26][CH2:27][CH2:28][O:29][CH3:30])=[CH:19][CH:18]=2)=[O:16])[C@H:10]([CH:35]=O)[CH2:9]1)=[O:7])([CH3:4])([CH3:3])[CH3:2].[CH:37]1([NH2:40])[CH2:39][CH2:38]1.[BH-](OC(C)=O)(OC(C)=O)OC(C)=O.[Na+].C([O-])(O)=O.[Na+]. (4) Given the product [CH:1]1([C:7]2[C:8]3[CH:30]=[CH:29][CH:28]=[CH:27][C:9]=3[N:10]([CH2:19][C:20]([CH:22]3[CH2:23][CH2:24][CH2:25][CH2:26]3)=[O:21])[C:11](=[O:18])[N:12]([CH2:14][C:15]([NH:36][C:37]3[CH:42]=[CH:41][CH:40]=[C:39]([C:43]4[NH:47][C:46](=[O:48])[O:45][N:44]=4)[CH:38]=3)=[O:16])[N:13]=2)[CH2:2][CH2:3][CH2:4][CH2:5][CH2:6]1, predict the reactants needed to synthesize it. The reactants are: [CH:1]1([C:7]2[C:8]3[CH:30]=[CH:29][CH:28]=[CH:27][C:9]=3[N:10]([CH2:19][C:20]([CH:22]3[CH2:26][CH2:25][CH2:24][CH2:23]3)=[O:21])[C:11](=[O:18])[N:12]([CH2:14][C:15](O)=[O:16])[N:13]=2)[CH2:6][CH2:5][CH2:4][CH2:3][CH2:2]1.O=S(Cl)Cl.Cl.[NH2:36][C:37]1[CH:38]=[C:39]([C:43]2[NH:47][C:46](=[O:48])[O:45][N:44]=2)[CH:40]=[CH:41][CH:42]=1.CCN(C(C)C)C(C)C. (5) Given the product [NH2:13][C:10]1[CH:11]=[CH:12][C:7]([C:5]([NH:4][CH:1]2[CH2:2][CH2:3]2)=[O:6])=[CH:8][CH:9]=1, predict the reactants needed to synthesize it. The reactants are: [CH:1]1([NH:4][C:5]([C:7]2[CH:12]=[CH:11][C:10]([NH:13]C(=O)OC(C)(C)C)=[CH:9][CH:8]=2)=[O:6])[CH2:3][CH2:2]1.C(O)(C(F)(F)F)=O. (6) Given the product [CH3:1][O:2][C:3]1[CH:12]=[CH:11][C:10]2[C:5](=[CH:6][C:7]([C:13]([OH:15])=[O:14])=[CH:8][CH:9]=2)[N:4]=1, predict the reactants needed to synthesize it. The reactants are: [CH3:1][O:2][C:3]1[CH:12]=[CH:11][C:10]2[C:5](=[CH:6][C:7]([C:13]([O:15]CC)=[O:14])=[CH:8][CH:9]=2)[N:4]=1.[OH-].[Li+]. (7) Given the product [F:23][C:19]1[C:18]([O:24][CH3:25])=[C:17]([C:13]2[CH:14]=[CH:15][CH:16]=[C:11]([N:9]3[CH:10]=[C:6]([C:4]([C:28]4[N:33]=[CH:32][CH:31]=[CH:30][N:29]=4)=[O:5])[N:7]=[CH:8]3)[CH:12]=2)[CH:22]=[CH:21][CH:20]=1, predict the reactants needed to synthesize it. The reactants are: CON(C)[C:4]([C:6]1[N:7]=[CH:8][N:9]([C:11]2[CH:12]=[C:13]([C:17]3[CH:22]=[CH:21][CH:20]=[C:19]([F:23])[C:18]=3[O:24][CH3:25])[CH:14]=[CH:15][CH:16]=2)[CH:10]=1)=[O:5].Br[C:28]1[N:33]=[CH:32][CH:31]=[CH:30][N:29]=1.